The task is: Predict the reaction yield, written as a fraction of the theoretical maximum amount of product (1.0 means a 100% yield; for example, 0.34 means a 34% yield).. This data is from Reaction yield outcomes from USPTO patents with 853,638 reactions. (1) The reactants are [CH:1]([CH:3](Cl)[C:4]([O:6][CH3:7])=[O:5])=O.[C:9]([NH2:12])(=[S:11])[CH3:10]. The catalyst is O. The product is [CH3:10][C:9]1[S:11][C:3]([C:4]([O:6][CH3:7])=[O:5])=[CH:1][N:12]=1. The yield is 0.430. (2) The reactants are Br[C:2]1[C:3](=[O:15])[C:4]([CH3:14])([CH3:13])[O:5][C:6]=1[C:7]1[CH:12]=[CH:11][N:10]=[CH:9][CH:8]=1.CC1(C)C(C)(C)OB([C:24]2[CH:41]=[CH:40][C:27]([O:28][CH2:29][C:30]3[CH:39]=[CH:38][C:37]4[C:32](=[CH:33][CH:34]=[CH:35][CH:36]=4)[N:31]=3)=[CH:26][CH:25]=2)O1.C([O-])([O-])=O.[Cs+].[Cs+]. The catalyst is C1C=CC(P(C2C=CC=CC=2)[C-]2C=CC=C2)=CC=1.C1C=CC(P(C2C=CC=CC=2)[C-]2C=CC=C2)=CC=1.Cl[Pd]Cl.[Fe+2].C1(C)C=CC=CC=1.O. The product is [CH3:13][C:4]1([CH3:14])[C:3](=[O:15])[C:2]([C:24]2[CH:25]=[CH:26][C:27]([O:28][CH2:29][C:30]3[CH:39]=[CH:38][C:37]4[C:32](=[CH:33][CH:34]=[CH:35][CH:36]=4)[N:31]=3)=[CH:40][CH:41]=2)=[C:6]([C:7]2[CH:12]=[CH:11][N:10]=[CH:9][CH:8]=2)[O:5]1. The yield is 0.740. (3) The catalyst is O.C(OCC)(=O)C. The yield is 0.775. The reactants are [Cl:1][C:2]1[N:3]([C:13]2[CH:18]=[CH:17][CH:16]=[CH:15][CH:14]=2)[C:4]2[C:9]([C:10]=1C=O)=[CH:8][CH:7]=[CH:6][CH:5]=2.CC(=CC)C.Cl([O-])=O.[Na+].[OH2:28].P([O-])(O)(O)=O.[Na+].[O:35]1[CH2:40]COCC1. The product is [Cl:1][C:2]1([C:40]([OH:35])=[O:28])[CH2:10][C:9]2[C:4](=[CH:5][CH:6]=[CH:7][CH:8]=2)[N:3]1[C:13]1[CH:18]=[CH:17][CH:16]=[CH:15][CH:14]=1. (4) The reactants are [OH:1][C@H:2]1[CH2:6][N:5]([C:7]([O:9][C:10]([CH3:13])([CH3:12])[CH3:11])=[O:8])[C@H:4]([C:14](OC)=[O:15])[CH2:3]1.[Li+].[BH4-].O.Cl. The catalyst is C1COCC1. The product is [OH:1][C@H:2]1[CH2:6][N:5]([C:7]([O:9][C:10]([CH3:11])([CH3:12])[CH3:13])=[O:8])[C@H:4]([CH2:14][OH:15])[CH2:3]1. The yield is 0.950. (5) The reactants are [Br:1][C:2]1[C:11]([OH:12])=[CH:10][CH:9]=[C:8]2[C:3]=1[CH:4]=[CH:5][C:6]([CH3:13])=[N:7]2.[CH2:14]([O:18][CH2:19][C:20]1[CH:25]=[CH:24][CH:23]=[CH:22][CH:21]=1)[C@@H:15]1[O:17][CH2:16]1.C(N(CC)CC)C.O. The catalyst is CC(N(C)C)=O. The product is [CH2:19]([O:18][CH2:14][C@H:15]([OH:17])[CH2:16][O:12][C:11]1[C:2]([Br:1])=[C:3]2[C:8](=[CH:9][CH:10]=1)[N:7]=[C:6]([CH3:13])[CH:5]=[CH:4]2)[C:20]1[CH:25]=[CH:24][CH:23]=[CH:22][CH:21]=1. The yield is 0.730.